The task is: Predict which catalyst facilitates the given reaction.. This data is from Catalyst prediction with 721,799 reactions and 888 catalyst types from USPTO. (1) Reactant: [CH2:1]([O:3][C:4](=[O:24])[CH:5]([CH2:17][C:18]1[CH:23]=[CH:22][N:21]=[CH:20][N:19]=1)[C:6]([NH:8][C:9]1[CH:14]=[CH:13][C:12]([I:15])=[CH:11][C:10]=1[F:16])=O)[CH3:2].O(Cl)Cl.[P+5]. Product: [CH2:1]([O:3][C:4]([C:5]1[CH:17]=[C:18]2[CH:23]=[CH:22][N:21]=[CH:20][N:19]2[C:6]=1[NH:8][C:9]1[CH:14]=[CH:13][C:12]([I:15])=[CH:11][C:10]=1[F:16])=[O:24])[CH3:2]. The catalyst class is: 11. (2) Reactant: [F:1][C:2]1[CH:10]=[CH:9][C:5]([C:6]([OH:8])=[O:7])=[CH:4][N:3]=1.[CH3:11][Si](C=[N+]=[N-])(C)C. Product: [F:1][C:2]1[CH:10]=[CH:9][C:5]([C:6]([O:8][CH3:11])=[O:7])=[CH:4][N:3]=1. The catalyst class is: 5.